Dataset: Forward reaction prediction with 1.9M reactions from USPTO patents (1976-2016). Task: Predict the product of the given reaction. (1) Given the reactants [CH3:1][C:2]1[CH:3]=[C:4]([CH:7]=[CH:8][C:9]=1[N:10]1[C:14]2=[N:15][CH:16]=[CH:17][CH:18]=[C:13]2[CH:12]=[CH:11]1)[C:5]#[N:6].[H-].[Na+].[NH2:21][C:22]1[CH:23]=[N:24][C:25]([CH3:28])=[CH:26][CH:27]=1, predict the reaction product. The product is: [CH3:1][C:2]1[CH:3]=[C:4]([CH:7]=[CH:8][C:9]=1[N:10]1[C:14]2=[N:15][CH:16]=[CH:17][CH:18]=[C:13]2[CH:12]=[CH:11]1)[C:5]([NH2:6])=[N:21][C:22]1[CH:23]=[N:24][C:25]([CH3:28])=[CH:26][CH:27]=1. (2) Given the reactants Cl[CH2:2][C:3]1[N:8]=[N:7][C:6]([C:9]2[S:10][CH:11]=[CH:12][N:13]=2)=[CH:5][CH:4]=1.[N-:14]=[N+:15]=[N-:16].[Na+].O, predict the reaction product. The product is: [N:14]([CH2:2][C:3]1[N:8]=[N:7][C:6]([C:9]2[S:10][CH:11]=[CH:12][N:13]=2)=[CH:5][CH:4]=1)=[N+:15]=[N-:16]. (3) Given the reactants [OH:1][C:2]1[C:3]2[CH:14]=[CH:13][C:12]([C:15]([F:18])([F:17])[F:16])=[CH:11][C:4]=2[S:5][C:6]=1[C:7]([O:9][CH3:10])=[O:8].S(OC)(O[CH3:23])(=O)=O.C(=O)(O)[O-].[Na+], predict the reaction product. The product is: [CH3:23][O:1][C:2]1[C:3]2[CH:14]=[CH:13][C:12]([C:15]([F:18])([F:16])[F:17])=[CH:11][C:4]=2[S:5][C:6]=1[C:7]([O:9][CH3:10])=[O:8]. (4) Given the reactants [CH3:1][C:2]1[CH:7]=[CH:6][C:5]([S:8][C:9]2[CH:14]=[CH:13][C:12]([OH:15])=[CH:11][CH:10]=2)=[C:4]([NH:16][C:17]2[C:26]3[C:21](=[N:22][C:23]([CH2:27][CH2:28][CH3:29])=[CH:24][CH:25]=3)[N:20]=[CH:19][CH:18]=2)[CH:3]=1.[CH2:30]([S:32](Cl)(=[O:34])=[O:33])[CH3:31].C(N(CC)C(C)C)(C)C, predict the reaction product. The product is: [CH3:1][C:2]1[CH:7]=[CH:6][C:5]([S:8][C:9]2[CH:10]=[CH:11][C:12]([O:15][S:32]([CH2:30][CH3:31])(=[O:34])=[O:33])=[CH:13][CH:14]=2)=[C:4]([NH:16][C:17]2[C:26]3[C:21](=[N:22][C:23]([CH2:27][CH2:28][CH3:29])=[CH:24][CH:25]=3)[N:20]=[CH:19][CH:18]=2)[CH:3]=1. (5) Given the reactants COC1C=C(OC)C=CC=1C[NH:6][C:7]([C:9]1[CH:27]=[CH:26][C:12]2[CH2:13][C@@H:14]3[C@H:19]([CH3:20])[C@:18]([CH3:21])([C:11]=2[CH:10]=1)[CH2:17][CH2:16][N:15]3[CH2:22][CH2:23][O:24][CH3:25])=[O:8], predict the reaction product. The product is: [CH3:25][O:24][CH2:23][CH2:22][N:15]1[CH2:16][CH2:17][C@:18]2([CH3:21])[C@@H:19]([CH3:20])[C@H:14]1[CH2:13][C:12]1[CH:26]=[CH:27][C:9]([C:7]([NH2:6])=[O:8])=[CH:10][C:11]=12.